Dataset: Forward reaction prediction with 1.9M reactions from USPTO patents (1976-2016). Task: Predict the product of the given reaction. (1) The product is: [OH:30][CH2:2][C:3]1[C:11]2[C:6](=[N:7][CH:8]=[C:9]([C:13]#[N:14])[C:10]=2[NH:44][C:43]2[C:35]([CH3:34])=[C:36]3[C:40](=[CH:41][CH:42]=2)[NH:39][CH:38]=[CH:37]3)[S:5][CH:4]=1. Given the reactants Br[CH2:2][C:3]1[C:11]2[C:6](=[N:7][CH:8]=[C:9]([C:13]#[N:14])[C:10]=2Cl)[S:5][CH:4]=1.BrC1C(C#N)=CN=C2SC=C(CBr)C=12.C([O-])([O-])=[O:30].[Ca+2].[CH3:34][C:35]1[C:43]([NH2:44])=[CH:42][CH:41]=[C:40]2[C:36]=1[CH:37]=[CH:38][NH:39]2, predict the reaction product. (2) Given the reactants [C:1]([NH3+:5])([CH3:4])([CH3:3])[CH3:2].[C:6]12([CH2:16][O:17][C:18]([C:20]([F:25])([F:24])[S:21]([O-:23])=[O:22])=[O:19])[CH2:15][CH:10]3[CH2:11][CH:12]([CH2:14][CH:8]([CH2:9]3)[CH2:7]1)[CH2:13]2.ClC1C=C(C=CC=1)C(O)=[O:31], predict the reaction product. The product is: [C:1]([NH3+:5])([CH3:4])([CH3:3])[CH3:2].[C:6]12([CH2:16][O:17][C:18]([C:20]([F:25])([F:24])[S:21]([O-:31])(=[O:23])=[O:22])=[O:19])[CH2:15][CH:10]3[CH2:9][CH:8]([CH2:14][CH:12]([CH2:11]3)[CH2:13]1)[CH2:7]2. (3) The product is: [F:1][C:2]1[C:3]([C:9]2[CH:14]=[C:13]([NH:15][C:16]3[C:17]4[C:18](=[CH:22][NH:23][N:24]=4)[N:19]=[CH:20][CH:21]=3)[CH:12]=[CH:11][N:10]=2)=[N:4][C:5]([CH3:8])=[CH:6][CH:7]=1.[C:34]([OH:40])([C:36]([F:39])([F:38])[F:37])=[O:35]. Given the reactants [F:1][C:2]1[C:3]([C:9]2[CH:14]=[C:13]([NH:15][C:16]3[C:17]4[C:18](=[CH:22][N:23](CC5C=CC(OC)=CC=5)[N:24]=4)[N:19]=[CH:20][CH:21]=3)[CH:12]=[CH:11][N:10]=2)=[N:4][C:5]([CH3:8])=[CH:6][CH:7]=1.[C:34]([OH:40])([C:36]([F:39])([F:38])[F:37])=[O:35], predict the reaction product.